This data is from Reaction yield outcomes from USPTO patents with 853,638 reactions. The task is: Predict the reaction yield, written as a fraction of the theoretical maximum amount of product (1.0 means a 100% yield; for example, 0.34 means a 34% yield). The reactants are [P:1]([OH:42])([OH:41])([O:3][CH2:4][N:5]1[C:9]2=[N:10][CH:11]=[C:12]([C:14](=[O:40])[NH:15][CH:16]3[CH2:21][CH2:20][C:19](=[CH:22][C:23]4[CH:28]=[CH:27][CH:26]=[C:25]([O:29][C:30]5[CH:35]=[CH:34][C:33]([C:36]([F:39])([F:38])[F:37])=[CH:32][N:31]=5)[CH:24]=4)[CH2:18][CH2:17]3)[CH:13]=[C:8]2[CH:7]=[CH:6]1)=[O:2].C(=O)([O-])[O-].[Na+:47].[Na+]. The catalyst is CC(C)=O.O. The product is [P:1]([O-:42])([O-:41])([O:3][CH2:4][N:5]1[C:9]2=[N:10][CH:11]=[C:12]([C:14](=[O:40])[NH:15][CH:16]3[CH2:17][CH2:18][C:19](=[CH:22][C:23]4[CH:28]=[CH:27][CH:26]=[C:25]([O:29][C:30]5[CH:35]=[CH:34][C:33]([C:36]([F:37])([F:38])[F:39])=[CH:32][N:31]=5)[CH:24]=4)[CH2:20][CH2:21]3)[CH:13]=[C:8]2[CH:7]=[CH:6]1)=[O:2].[Na+:47].[Na+:47]. The yield is 0.700.